This data is from Reaction yield outcomes from USPTO patents with 853,638 reactions. The task is: Predict the reaction yield, written as a fraction of the theoretical maximum amount of product (1.0 means a 100% yield; for example, 0.34 means a 34% yield). (1) The reactants are [F:1][C:2]1[CH:7]=[CH:6][C:5]([C@@H:8]2[CH2:10][C@H:9]2[N:11]([CH2:33][CH:34]=[CH2:35])[CH2:12][CH2:13][CH2:14][C@H:15]([NH:19][C:20]([C:22]2[CH:27]=[CH:26][C:25]([N:28]3[CH:32]=[CH:31][CH:30]=[N:29]3)=[CH:24][CH:23]=2)=[O:21])[C:16](O)=[O:17])=[CH:4][CH:3]=1.[NH:36]1[CH2:39][CH:38]([C:40]#[N:41])[CH2:37]1. No catalyst specified. The product is [C:40]([CH:38]1[CH2:39][N:36]([C:16](=[O:17])[C@@H:15]([NH:19][C:20](=[O:21])[C:22]2[CH:23]=[CH:24][C:25]([N:28]3[CH:32]=[CH:31][CH:30]=[N:29]3)=[CH:26][CH:27]=2)[CH2:14][CH2:13][CH2:12][N:11]([C@@H:9]2[CH2:10][C@H:8]2[C:5]2[CH:6]=[CH:7][C:2]([F:1])=[CH:3][CH:4]=2)[CH2:33][CH:34]=[CH2:35])[CH2:37]1)#[N:41]. The yield is 0.660. (2) The reactants are [CH2:1]([O:3][C:4]([C:6]1[CH:7]=[N:8][C:9]2[C:14]([C:15]=1Cl)=[CH:13][CH:12]=[CH:11][C:10]=2[O:17][CH3:18])=[O:5])[CH3:2].[CH2:19]([NH2:25])[C:20]1[O:24][CH:23]=[CH:22][CH:21]=1. No catalyst specified. The product is [CH2:1]([O:3][C:4]([C:6]1[CH:7]=[N:8][C:9]2[C:14]([C:15]=1[NH:25][CH2:19][CH:20]1[CH2:21][CH2:22][CH2:23][O:24]1)=[CH:13][CH:12]=[CH:11][C:10]=2[O:17][CH3:18])=[O:5])[CH3:2]. The yield is 1.00. (3) The reactants are [CH2:1]([C:5]1([CH2:34][CH2:35][CH2:36][CH3:37])[C:14]2[C:9](=[CH:10][CH:11]=[CH:12][CH:13]=2)[C:8]([OH:15])=[C:7]([C:16]2[NH:21][C:20]3[CH:22]=[CH:23][C:24]([NH:26][S:27]([CH3:30])(=[O:29])=[O:28])=[CH:25][C:19]=3[S:18](=[O:32])(=[O:31])[N:17]=2)[C:6]1=[O:33])[CH2:2][CH2:3][CH3:4].[OH-].[Na+:39]. The catalyst is C(#N)C. The product is [CH2:1]([C:5]1([CH2:34][CH2:35][CH2:36][CH3:37])[C:14]2[C:9](=[CH:10][CH:11]=[CH:12][CH:13]=2)[C:8]([O-:15])=[C:7]([C:16]2[NH:21][C:20]3[CH:22]=[CH:23][C:24]([NH:26][S:27]([CH3:30])(=[O:29])=[O:28])=[CH:25][C:19]=3[S:18](=[O:32])(=[O:31])[N:17]=2)[C:6]1=[O:33])[CH2:2][CH2:3][CH3:4].[Na+:39]. The yield is 0.980. (4) The reactants are [F:1][C:2]1[CH:7]=[CH:6][C:5]([NH:8][C:9]([C:11]2([C:14]([NH:16][C:17]3[CH:48]=[CH:47][C:20]([O:21][C:22]4[CH:27]=[CH:26][N:25]=[C:24]([N:28]([C:38]([O:40]C5C=CC=CC=5)=O)C(=O)OC5C=CC=CC=5)[CH:23]=4)=[CH:19][CH:18]=3)=[O:15])[CH2:13][CH2:12]2)=[O:10])=[CH:4][CH:3]=1.Cl.Cl.Cl.[CH3:52][N:53]([CH3:64])[CH:54]1[CH2:57][N:56]([CH:58]2[CH2:63][CH2:62][NH:61][CH2:60][CH2:59]2)[CH2:55]1.C(N(CC)CC)C.O. The catalyst is CN(C)C=O. The product is [CH3:52][N:53]([CH3:64])[CH:54]1[CH2:55][N:56]([CH:58]2[CH2:63][CH2:62][N:61]([C:38]([NH:28][C:24]3[CH:23]=[C:22]([O:21][C:20]4[CH:19]=[CH:18][C:17]([NH:16][C:14]([C:11]5([C:9]([NH:8][C:5]6[CH:6]=[CH:7][C:2]([F:1])=[CH:3][CH:4]=6)=[O:10])[CH2:13][CH2:12]5)=[O:15])=[CH:48][CH:47]=4)[CH:27]=[CH:26][N:25]=3)=[O:40])[CH2:60][CH2:59]2)[CH2:57]1. The yield is 0.248. (5) The yield is 0.960. The product is [CH2:5]([O:4][C:2]([N:18]1[C:17]2[CH:16]=[C:15]([CH3:23])[CH:14]=[C:13]([Br:12])[C:22]=2[O:21][CH2:20][CH2:19]1)=[O:3])[C:6]1[CH:11]=[CH:10][CH:9]=[CH:8][CH:7]=1. The reactants are Cl[C:2]([O:4][CH2:5][C:6]1[CH:11]=[CH:10][CH:9]=[CH:8][CH:7]=1)=[O:3].[Br:12][C:13]1[C:22]2[O:21][CH2:20][CH2:19][NH:18][C:17]=2[CH:16]=[C:15]([CH3:23])[CH:14]=1.N1C=CC=CC=1.Cl. The catalyst is ClCCl. (6) The reactants are [Cl-].O[NH3+:3].[C:4](=[O:7])([O-])[OH:5].[Na+].CS(C)=O.[CH2:13]([C:17]1[N:18]=[C:19]([CH3:50])[N:20]([CH2:39][C:40]([C:42]2[CH:47]=[CH:46][C:45]([O:48][CH3:49])=[CH:44][CH:43]=2)=[O:41])[C:21](=[O:38])[C:22]=1[CH2:23][C:24]1[CH:29]=[CH:28][C:27]([C:30]2[C:31]([C:36]#[N:37])=[CH:32][CH:33]=[CH:34][CH:35]=2)=[CH:26][CH:25]=1)[CH2:14][CH2:15][CH3:16]. The catalyst is C(OCC)(=O)C. The product is [CH2:13]([C:17]1[N:18]=[C:19]([CH3:50])[N:20]([CH2:39][C:40]([C:42]2[CH:47]=[CH:46][C:45]([O:48][CH3:49])=[CH:44][CH:43]=2)=[O:41])[C:21](=[O:38])[C:22]=1[CH2:23][C:24]1[CH:25]=[CH:26][C:27]([C:30]2[CH:35]=[CH:34][CH:33]=[CH:32][C:31]=2[C:36]2[NH:3][C:4](=[O:7])[O:5][N:37]=2)=[CH:28][CH:29]=1)[CH2:14][CH2:15][CH3:16]. The yield is 0.0700. (7) The reactants are CS([O:5][CH2:6][C:7]1[CH:8]=[C:9]2[C:14](=[CH:15][CH:16]=1)[CH:13]([C:17]([O:19][CH2:20][CH3:21])=[O:18])[N:12]([C:22]([O:24][C:25]([CH3:28])([CH3:27])[CH3:26])=[O:23])[CH2:11][CH2:10]2)(=O)=O.[CH3:29]O. No catalyst specified. The product is [CH3:29][O:5][CH2:6][C:7]1[CH:8]=[C:9]2[C:14](=[CH:15][CH:16]=1)[CH:13]([C:17]([O:19][CH2:20][CH3:21])=[O:18])[N:12]([C:22]([O:24][C:25]([CH3:28])([CH3:27])[CH3:26])=[O:23])[CH2:11][CH2:10]2. The yield is 0.400. (8) The reactants are [Cl:1][C:2]1[CH:26]=[CH:25][C:5]([O:6][C:7]2[C:8]([N+]([O-])=O)=[C:9]([N:13]([CH3:21])[C:14](=[O:20])[O:15][C:16]([CH3:19])([CH3:18])[CH3:17])[CH:10]=[CH:11][CH:12]=2)=[CH:4][C:3]=1[F:27].[Cl-].[NH4+:29]. The catalyst is C(O)C.O.[Cl-].[Na+].O.C(OCC)(=O)C.[Fe]. The product is [NH2:29][C:10]1[CH:11]=[CH:12][C:7]([O:6][C:5]2[CH:25]=[CH:26][C:2]([Cl:1])=[C:3]([F:27])[CH:4]=2)=[CH:8][C:9]=1[N:13]([CH3:21])[C:14](=[O:20])[O:15][C:16]([CH3:19])([CH3:18])[CH3:17]. The yield is 1.00.